Dataset: TCR-epitope binding with 47,182 pairs between 192 epitopes and 23,139 TCRs. Task: Binary Classification. Given a T-cell receptor sequence (or CDR3 region) and an epitope sequence, predict whether binding occurs between them. (1) The TCR CDR3 sequence is CASSAGSGEAFF. Result: 0 (the TCR does not bind to the epitope). The epitope is ISDYDYYRY. (2) The TCR CDR3 sequence is CASSSPLTKYSGANVLTF. The epitope is GTSGSPIIDK. Result: 0 (the TCR does not bind to the epitope). (3) The epitope is LLSAGIFGA. The TCR CDR3 sequence is CASSSTGFNEQYF. Result: 0 (the TCR does not bind to the epitope). (4) The epitope is KRWIIMGLNK. The TCR CDR3 sequence is CASSYQSGNTEAFF. Result: 0 (the TCR does not bind to the epitope). (5) The epitope is YLDAYNMMI. The TCR CDR3 sequence is CASSRGTSTDTQYF. Result: 1 (the TCR binds to the epitope). (6) The epitope is RLFRKSNLK. The TCR CDR3 sequence is CASSLSRPTGELFF. Result: 0 (the TCR does not bind to the epitope).